This data is from Peptide-MHC class I binding affinity with 185,985 pairs from IEDB/IMGT. The task is: Regression. Given a peptide amino acid sequence and an MHC pseudo amino acid sequence, predict their binding affinity value. This is MHC class I binding data. The peptide sequence is RGPSCGSAK. The MHC is Mamu-B8301 with pseudo-sequence Mamu-B8301. The binding affinity (normalized) is 0.444.